This data is from Peptide-MHC class II binding affinity with 134,281 pairs from IEDB. The task is: Regression. Given a peptide amino acid sequence and an MHC pseudo amino acid sequence, predict their binding affinity value. This is MHC class II binding data. (1) The MHC is DRB1_1501 with pseudo-sequence DRB1_1501. The binding affinity (normalized) is 0.412. The peptide sequence is LCHICWKPLPTSITV. (2) The peptide sequence is EEDIEIIPIQEEEY. The MHC is HLA-DQA10301-DQB10302 with pseudo-sequence HLA-DQA10301-DQB10302. The binding affinity (normalized) is 0.851. (3) The peptide sequence is LHGVRDGLVRDANNY. The MHC is HLA-DQA10501-DQB10201 with pseudo-sequence HLA-DQA10501-DQB10201. The binding affinity (normalized) is 0.0433. (4) The peptide sequence is KKLTIAYLVGSNMTQRV. The MHC is HLA-DQA10201-DQB10402 with pseudo-sequence HLA-DQA10201-DQB10402. The binding affinity (normalized) is 0.448. (5) The peptide sequence is AAYTAGTTVYGAFAA. The MHC is HLA-DPA10103-DPB10401 with pseudo-sequence HLA-DPA10103-DPB10401. The binding affinity (normalized) is 0.178.